From a dataset of Drug-target binding data from BindingDB using IC50 measurements. Regression. Given a target protein amino acid sequence and a drug SMILES string, predict the binding affinity score between them. We predict pIC50 (pIC50 = -log10(IC50 in M); higher means more potent). Dataset: bindingdb_ic50. The compound is O=C(O)c1ccc(-c2cccc(F)c2)cc1CS. The target protein (Q9H816) has sequence MNGVLIPHTPIAVDFWSLRRAGTARLFFLSHMHSDHTVGLSSTWARPLYCSPITAHLLHRHLQVSKQWIQALEVGESHVLPLDEIGQETMTVTLLDANHCPGSVMFLFEGYFGTILYTGDFRYTPSMLKEPALTLGKQIHTLYLDNTNCNPALVLPSRQEAAHQIVQLIRKHPQHNIKIGLYSLGKESLLEQLALEFQTWVVLSPRRLELVQLLGLADVFTVEEKAGRIHAVDHMEICHSNMLRWNQTHPTIAILPTSRKIHSSHPDIHVIPYSDHSSYSELRAFVAALKPCQVVPIVSRRPCGGFQDSLSPRISVPLIPDSVQQYMSSSSRKPSLLWLLERRLKRPRTQGVVFESPEESADQSQADRDSKKAKKEKLSPWPADLEKQPSHHPLRIKKQLFPDLYSKEWNKAVPFCESQKRVTMLTAPLGFSVHLRSTDEEFISQKTREEIGLGSPLVPMGDDDGGPEATGNQSAWMGHGSPLSHSSKGTPLLATEFRGL.... The pIC50 is 3.7.